Dataset: Reaction yield outcomes from USPTO patents with 853,638 reactions. Task: Predict the reaction yield, written as a fraction of the theoretical maximum amount of product (1.0 means a 100% yield; for example, 0.34 means a 34% yield). (1) The product is [CH2:35]([C@@H:39]1[N:44]([C:10]([C@@H:8]2[CH2:9][C@H:7]2[C:1]2[CH:2]=[CH:3][CH:4]=[CH:5][CH:6]=2)=[O:12])[CH2:43][C@H:42]([CH2:45][CH:46]([CH3:48])[CH3:47])[NH:41][C:40]1=[O:49])[CH:36]([CH3:38])[CH3:37]. The reactants are [C:1]1([C@@H:7]2[CH2:9][C@H:8]2[C:10]([OH:12])=O)[CH:6]=[CH:5][CH:4]=[CH:3][CH:2]=1.CN(C(ON1N=NC2C=CC=CC1=2)=[N+](C)C)C.[B-](F)(F)(F)F.[CH2:35]([C@@H:39]1[NH:44][CH2:43][C@H:42]([CH2:45][CH:46]([CH3:48])[CH3:47])[NH:41][C:40]1=[O:49])[CH:36]([CH3:38])[CH3:37].CCN(C(C)C)C(C)C. The yield is 0.900. No catalyst specified. (2) The reactants are [Br:1][C:2]1[CH:3]=[C:4]([C:8]2([NH2:11])[CH2:10][CH2:9]2)[CH:5]=[CH:6][CH:7]=1.[C:12](O[C:12]([O:14][C:15]([CH3:18])([CH3:17])[CH3:16])=[O:13])([O:14][C:15]([CH3:18])([CH3:17])[CH3:16])=[O:13].C(N(CC)CC)C. The catalyst is ClCCl. The product is [Br:1][C:2]1[CH:3]=[C:4]([C:8]2([NH:11][C:12](=[O:13])[O:14][C:15]([CH3:18])([CH3:17])[CH3:16])[CH2:9][CH2:10]2)[CH:5]=[CH:6][CH:7]=1. The yield is 1.00.